Dataset: Reaction yield outcomes from USPTO patents with 853,638 reactions. Task: Predict the reaction yield, written as a fraction of the theoretical maximum amount of product (1.0 means a 100% yield; for example, 0.34 means a 34% yield). (1) The yield is 0.550. The product is [OH:28]/[N:27]=[C:4]1\[CH2:3][C:2]([CH3:20])([CH3:1])[C:10]2[C:5]\1=[CH:6][CH:7]=[C:8]([C:11]1[N:15]([CH3:16])[C:14]([C:17]#[N:18])=[CH:13][CH:12]=1)[CH:9]=2. The reactants are [CH3:1][C:2]1([CH3:20])[C:10]2[C:5](=[CH:6][CH:7]=[C:8]([C:11]3[N:15]([CH3:16])[C:14]([C:17]#[N:18])=[CH:13][CH:12]=3)[CH:9]=2)[C:4](=O)[CH2:3]1.C([O-])(=O)C.[Na+].Cl.[NH2:27][OH:28]. The catalyst is C(O)C.O. (2) The catalyst is CN(C)C=O. The reactants are [OH:1][C:2]1[CH:9]=[CH:8][C:5]([CH:6]=[O:7])=[CH:4][CH:3]=1.[F:10][C:11]([F:16])([F:15])[CH2:12][CH2:13]I.C(=O)([O-])[O-].[Cs+].[Cs+].O. The product is [F:10][C:11]([F:16])([F:15])[CH2:12][CH2:13][O:1][C:2]1[CH:9]=[CH:8][C:5]([CH:6]=[O:7])=[CH:4][CH:3]=1. The yield is 0.0200. (3) The reactants are Br[C:2]1[CH:15]=[C:14]2[C:5]([O:6][C:7]3[C:8]([F:24])=[CH:9][C:10]([O:22][CH3:23])=[CH:11][C:12]=3[C@:13]32[N:20]=[C:19]([NH2:21])[CH2:18][O:17][CH2:16]3)=[CH:4][CH:3]=1.Cl.[F:26][C:27]1([F:33])[CH2:32][CH2:31][NH:30][CH2:29][CH2:28]1.[Li+].C[Si]([N-][Si](C)(C)C)(C)C. The catalyst is C1COCC1. The product is [F:26][C:27]1([F:33])[CH2:32][CH2:31][N:30]([C:2]2[CH:15]=[C:14]3[C:5]([O:6][C:7]4[C:8]([F:24])=[CH:9][C:10]([O:22][CH3:23])=[CH:11][C:12]=4[C@:13]43[N:20]=[C:19]([NH2:21])[CH2:18][O:17][CH2:16]4)=[CH:4][CH:3]=2)[CH2:29][CH2:28]1. The yield is 0.590. (4) The reactants are [Cl:1][C:2]1[CH:7]=[C:6]([Cl:8])[CH:5]=[CH:4][C:3]=1/[CH:9]=[CH:10]/[C:11]([C:13]1[CH:18]=[CH:17][C:16]([O:19][CH2:20][C:21]([C:29]2[CH:34]=[CH:33][C:32]([F:35])=[CH:31][C:30]=2[F:36])([OH:28])[CH2:22][N:23]2[CH:27]=[N:26][CH:25]=[N:24]2)=[CH:15][CH:14]=1)=O.O.[NH2:38][NH2:39]. The catalyst is C(O)(=O)C. The product is [Cl:1][C:2]1[CH:7]=[C:6]([Cl:8])[CH:5]=[CH:4][C:3]=1[CH:9]1[NH:39][N:38]=[C:11]([C:13]2[CH:18]=[CH:17][C:16]([O:19][CH2:20][C:21]([C:29]3[CH:34]=[CH:33][C:32]([F:35])=[CH:31][C:30]=3[F:36])([OH:28])[CH2:22][N:23]3[CH:27]=[N:26][CH:25]=[N:24]3)=[CH:15][CH:14]=2)[CH2:10]1. The yield is 0.888. (5) The reactants are C(=O)(OC)[O:2][C:3]1[CH:8]=[C:7]([NH:9][C:10]([CH:12]2[O:17][C:16]3[CH:18]=[CH:19][C:20]([O:22][C:23]([F:26])([F:25])[F:24])=[CH:21][C:15]=3[NH:14][CH2:13]2)=[O:11])[C:6]([C:27]#[C:28][CH2:29]O)=[CH:5][C:4]=1[CH:31]1[CH2:35][CH2:34][CH2:33][CH2:32]1.[CH2:39]([N:41](CC)CC)C.CS(Cl)(=O)=O.S([O-])(=O)(=O)C.CN. The catalyst is ClCCl. The product is [CH:31]1([C:4]2[C:3]([OH:2])=[CH:8][C:7]([NH:9][C:10]([CH:12]3[O:17][C:16]4[CH:18]=[CH:19][C:20]([O:22][C:23]([F:26])([F:24])[F:25])=[CH:21][C:15]=4[NH:14][CH2:13]3)=[O:11])=[C:6]([C:27]#[C:28][CH2:29][NH:41][CH3:39])[CH:5]=2)[CH2:35][CH2:34][CH2:33][CH2:32]1. The yield is 0.970.